Dataset: Full USPTO retrosynthesis dataset with 1.9M reactions from patents (1976-2016). Task: Predict the reactants needed to synthesize the given product. (1) Given the product [CH2:9]([O:12][C:6]([NH:5][S:2]([NH:18][CH2:17][C:16]([O:15][CH2:13][CH3:14])=[O:19])(=[O:4])=[O:3])=[O:7])[CH2:11][CH2:20][CH3:21], predict the reactants needed to synthesize it. The reactants are: Cl[S:2]([N:5]=[C:6]=[O:7])(=[O:4])=[O:3].C[C:9]([OH:12])([CH3:11])C.[CH2:13]([O:15][C:16](=[O:19])[CH2:17][NH2:18])[CH3:14].[CH3:20][CH2:21]N(CC)CC.Cl. (2) Given the product [CH3:1][O:2][C:3]1[CH:44]=[CH:43][CH:42]=[CH:41][C:4]=1[CH2:5][O:6][CH2:7][CH2:8][CH2:9][O:10][C:11]1[CH:12]=[CH:13][C:14]([CH:17]2[CH2:22][CH2:21][N:20]([C:23]([O:25][C:26]([CH3:29])([CH3:28])[CH3:27])=[O:24])[CH2:19][CH:18]2[O:30][CH2:31][C:32](=[O:40])[N:33]([CH2:46][CH2:47][CH2:48][CH2:49][O:50][CH3:51])[C:34]2[CH:35]=[CH:36][CH:37]=[CH:38][CH:39]=2)=[CH:15][CH:16]=1, predict the reactants needed to synthesize it. The reactants are: [CH3:1][O:2][C:3]1[CH:44]=[CH:43][CH:42]=[CH:41][C:4]=1[CH2:5][O:6][CH2:7][CH2:8][CH2:9][O:10][C:11]1[CH:16]=[CH:15][C:14]([CH:17]2[CH2:22][CH2:21][N:20]([C:23]([O:25][C:26]([CH3:29])([CH3:28])[CH3:27])=[O:24])[CH2:19][CH:18]2[O:30][CH2:31][C:32](=[O:40])[NH:33][C:34]2[CH:39]=[CH:38][CH:37]=[CH:36][CH:35]=2)=[CH:13][CH:12]=1.Cl[CH2:46][CH2:47][CH2:48][CH2:49][O:50][CH3:51].